This data is from Retrosynthesis with 50K atom-mapped reactions and 10 reaction types from USPTO. The task is: Predict the reactants needed to synthesize the given product. (1) Given the product C=CCN(CC=C)C(=O)OC(C)(C)C, predict the reactants needed to synthesize it. The reactants are: C=CCNCC=C.CC(C)(C)OC(=O)OC(=O)OC(C)(C)C. (2) The reactants are: COC(=O)[C@H](CN)NC(=O)c1sc(C(=O)NCc2cccc3[nH]ccc23)cc1C(F)(F)F.O=C(O)c1cccs1. Given the product COC(=O)[C@H](CNC(=O)c1cccs1)NC(=O)c1sc(C(=O)NCc2cccc3[nH]ccc23)cc1C(F)(F)F, predict the reactants needed to synthesize it. (3) Given the product C[C@H](c1ccccc1)N1CCO[C@@H](c2ccc(NC3CCCCC3)cc2)C1, predict the reactants needed to synthesize it. The reactants are: C[C@H](c1ccccc1)N1CCO[C@@H](c2ccc(Br)cc2)C1.NC1CCCCC1. (4) Given the product CCS(=O)(=O)N1CCC(CNC(=O)c2ccc(C(F)(F)F)cc2Cl)(CC(C)C)CC1, predict the reactants needed to synthesize it. The reactants are: CCS(=O)(=O)N1CCC(CN)(CC(C)C)CC1.O=C(O)c1ccc(C(F)(F)F)cc1Cl. (5) The reactants are: COC(=O)c1cc(Br)ccc1OC.c1c[nH]cn1. Given the product COC(=O)c1cc(-n2ccnc2)ccc1OC, predict the reactants needed to synthesize it.